From a dataset of Full USPTO retrosynthesis dataset with 1.9M reactions from patents (1976-2016). Predict the reactants needed to synthesize the given product. (1) Given the product [CH:37]1([C:35]([C:40]2[C:48]3[C:43](=[C:44]([CH2:49][S:50]([CH3:53])(=[O:52])=[O:51])[CH:45]=[CH:46][CH:47]=3)[NH:42][CH:41]=2)([C:32]2[CH:33]=[CH:34][C:29]3[O:10][CH2:9][CH2:8][O:13][C:30]=3[CH:31]=2)[CH3:36])[CH2:39][CH2:38]1, predict the reactants needed to synthesize it. The reactants are: C1(C(C2C3C(=C(CSC)C=CC=3)NC=2)(C2C=C[C:9]3[O:10]CC[O:13][C:8]=3C=2)C)CC1.Cl[C:29]1[CH:34]=[CH:33][C:32]([C:35]([C:40]2[C:48]3[C:43](=[C:44]([CH2:49][S:50]([CH3:53])(=[O:52])=[O:51])[CH:45]=[CH:46][CH:47]=3)[NH:42][CH:41]=2)([CH:37]2[CH2:39][CH2:38]2)[CH3:36])=[CH:31][CH:30]=1. (2) The reactants are: [NH2:1][CH2:2][CH:3]([OH:9])[CH2:4][O:5][CH:6]([CH3:8])[CH3:7].Cl[C:11]([O:13][CH2:14][C:15]1[CH:20]=[CH:19][CH:18]=[CH:17][CH:16]=1)=[O:12].C(N(C(C)C)CC)(C)C.CN(C=O)C. Given the product [OH:9][CH:3]([CH2:4][O:5][CH:6]([CH3:8])[CH3:7])[CH2:2][NH:1][C:11](=[O:12])[O:13][CH2:14][C:15]1[CH:20]=[CH:19][CH:18]=[CH:17][CH:16]=1, predict the reactants needed to synthesize it. (3) Given the product [NH2:1][C:2]1[S:3][C@:4]2([C:21]([O:23][CH2:24][CH3:25])=[O:22])[C@H:6]([C@:7]([C:10]3[CH:15]=[C:14]([NH2:16])[CH:13]=[C:12]([F:19])[C:11]=3[F:20])([CH3:9])[N:8]=1)[CH2:5]2, predict the reactants needed to synthesize it. The reactants are: [NH2:1][C:2]1[S:3][C@:4]2([C:21]([O:23][CH2:24][CH3:25])=[O:22])[C@H:6]([C@:7]([C:10]3[CH:15]=[C:14]([N+:16]([O-])=O)[CH:13]=[C:12]([F:19])[C:11]=3[F:20])([CH3:9])[N:8]=1)[CH2:5]2.